The task is: Predict the reaction yield, written as a fraction of the theoretical maximum amount of product (1.0 means a 100% yield; for example, 0.34 means a 34% yield).. This data is from Reaction yield outcomes from USPTO patents with 853,638 reactions. The reactants are [C:1]([C:5]1[CH:10]=[CH:9][C:8]([C:11]2[N:15]([CH3:16])[N:14]=[C:13]([C:17](=O)[CH3:18])[C:12]=2[OH:20])=[CH:7][CH:6]=1)([CH3:4])([CH3:3])[CH3:2].[NH:21]([C:23]([C:25]1[CH:34]=[CH:33][C:28]([C:29]([O:31][CH3:32])=[O:30])=[C:27]([OH:35])[CH:26]=1)=[O:24])[NH2:22]. The catalyst is C(O)(C)C. The product is [C:1]([C:5]1[CH:10]=[CH:9][C:8]([C:11]2[N:15]([CH3:16])[N:14]=[C:13]([C:17](=[N:22][NH:21][C:23]([C:25]3[CH:34]=[CH:33][C:28]([C:29]([O:31][CH3:32])=[O:30])=[C:27]([OH:35])[CH:26]=3)=[O:24])[CH3:18])[C:12]=2[OH:20])=[CH:7][CH:6]=1)([CH3:4])([CH3:3])[CH3:2]. The yield is 0.810.